Dataset: Forward reaction prediction with 1.9M reactions from USPTO patents (1976-2016). Task: Predict the product of the given reaction. (1) Given the reactants [CH:1]([C:3]1[CH:8]=[C:7]([F:9])[C:6]([O:10][C:11]2[CH:16]=[CH:15][C:14]([Cl:17])=[C:13]([C:18]([F:21])([F:20])[F:19])[CH:12]=2)=[C:5]([F:22])[CH:4]=1)=[CH2:2].B1C2CCCC1CCC2.[OH-:32].[Na+].OO, predict the reaction product. The product is: [Cl:17][C:14]1[CH:15]=[CH:16][C:11]([O:10][C:6]2[C:5]([F:22])=[CH:4][C:3]([CH2:1][CH2:2][OH:32])=[CH:8][C:7]=2[F:9])=[CH:12][C:13]=1[C:18]([F:19])([F:21])[F:20]. (2) Given the reactants [C:1]([O:5][C:6]([N:8]1[C:16]2[CH:15]=[C:14]([C:17]3[CH:18]=[N+:19]([O-])[CH:20]=[CH:21][CH:22]=3)[CH:13]=[CH:12][C:11]=2[C:10]2[CH:24]=[N:25][CH:26]=[CH:27][C:9]1=2)=[O:7])([CH3:4])([CH3:3])[CH3:2].[C:28]1([CH3:48])[CH:33]=[CH:32][C:31]([S:34]([O:37]S(C2C=CC(C)=CC=2)(=O)=O)(=[O:36])=[O:35])=[CH:30][CH:29]=1.[CH3:49][N:50]([CH3:52])[CH3:51].O1CCCC1, predict the reaction product. The product is: [CH3:48][C:28]1[CH:29]=[CH:30][C:31]([S:34]([O-:37])(=[O:36])=[O:35])=[CH:32][CH:33]=1.[C:1]([O:5][C:6]([N:8]1[C:16]2[CH:15]=[C:14]([C:17]3[CH:22]=[CH:21][C:20]([N+:50]([CH3:52])([CH3:51])[CH3:49])=[N:19][CH:18]=3)[CH:13]=[CH:12][C:11]=2[C:10]2[CH:24]=[N:25][CH:26]=[CH:27][C:9]1=2)=[O:7])([CH3:4])([CH3:3])[CH3:2]. (3) Given the reactants [O:1]1[CH:3]2[CH2:4][CH2:5][CH2:6][CH2:7][CH2:8][CH2:9][CH2:10][CH2:11][CH2:12][CH2:13][CH:2]12.[Cl-].[Li+].CN1C(=O)N(C)CC1, predict the reaction product. The product is: [C:2]1(=[O:1])[CH2:13][CH2:12][CH2:11][CH2:10][CH2:9][CH2:8][CH2:7][CH2:6][CH2:5][CH2:4][CH2:3]1. (4) Given the reactants C(OC(=O)[NH:7][CH2:8][C:9]1[NH:13][C:12]2[CH:14]=[C:15]([C:18]3[C:26]4[C:21](=[CH:22][C:23]([F:27])=[CH:24][CH:25]=4)[NH:20][CH:19]=3)[CH:16]=[CH:17][C:11]=2[N:10]=1)(C)(C)C.Cl, predict the reaction product. The product is: [F:27][C:23]1[CH:22]=[C:21]2[C:26]([C:18]([C:15]3[CH:16]=[CH:17][C:11]4[N:10]=[C:9]([CH2:8][NH2:7])[NH:13][C:12]=4[CH:14]=3)=[CH:19][NH:20]2)=[CH:25][CH:24]=1.